This data is from Forward reaction prediction with 1.9M reactions from USPTO patents (1976-2016). The task is: Predict the product of the given reaction. Given the reactants Br[C:2]1[C:10]2[C:5](=[N:6][CH:7]=[CH:8][CH:9]=2)[NH:4][CH:3]=1.C([Li])CCC.CN(C)[CH:18]=[O:19], predict the reaction product. The product is: [NH:4]1[C:5]2=[N:6][CH:7]=[CH:8][CH:9]=[C:10]2[C:2]([CH:18]=[O:19])=[CH:3]1.